Dataset: Full USPTO retrosynthesis dataset with 1.9M reactions from patents (1976-2016). Task: Predict the reactants needed to synthesize the given product. (1) The reactants are: [CH3:1][N:2]([C:4]([CH2:7][C:8]([CH3:11])([CH3:10])[CH3:9])([CH3:6])[CH3:5])[CH3:3].[CH3:12][Br:13]. Given the product [Br-:13].[CH3:3][N+:2]([C:4]([CH2:7][C:8]([CH3:11])([CH3:10])[CH3:9])([CH3:5])[CH3:6])([CH3:12])[CH3:1], predict the reactants needed to synthesize it. (2) Given the product [Cl:12][C:13]1[CH:22]=[C:21]([F:23])[CH:20]=[CH:19][C:14]=1[CH:15]([N:16]([CH3:18])[CH3:17])[C:4]1[C:3]2[C:7](=[CH:8][CH:9]=[CH:10][C:2]=2[CH3:1])[NH:6][CH:5]=1, predict the reactants needed to synthesize it. The reactants are: [CH3:1][C:2]1[CH:10]=[CH:9][CH:8]=[C:7]2[C:3]=1[CH:4]=[CH:5][NH:6]2.[Cl-].[Cl:12][C:13]1[CH:22]=[C:21]([F:23])[CH:20]=[CH:19][C:14]=1[CH:15]=[N+:16]([CH3:18])[CH3:17].ClC1C=C(F)C=CC=1C=O.CNC. (3) Given the product [CH2:6]([O:5][C:1](=[O:4])/[CH:2]=[CH:3]/[C:40]1[CH:41]=[C:42]2[C:59](=[N:60][CH:61]=1)[NH:58][C:57](=[O:62])[C:44]1([CH2:49][CH2:48][N:47]([C:50]([O:52][C:53]([CH3:54])([CH3:55])[CH3:56])=[O:51])[CH2:46][CH2:45]1)[CH2:43]2)[CH3:7], predict the reactants needed to synthesize it. The reactants are: [C:1]([O:5][CH2:6][CH3:7])(=[O:4])[CH:2]=[CH2:3].C(N(C(C)C)CC)(C)C.CC1C=CC=CC=1P(C1C=CC=CC=1C)C1C=CC=CC=1C.Br[C:40]1[CH:41]=[C:42]2[C:59](=[N:60][CH:61]=1)[NH:58][C:57](=[O:62])[C:44]1([CH2:49][CH2:48][N:47]([C:50]([O:52][C:53]([CH3:56])([CH3:55])[CH3:54])=[O:51])[CH2:46][CH2:45]1)[CH2:43]2.